This data is from Forward reaction prediction with 1.9M reactions from USPTO patents (1976-2016). The task is: Predict the product of the given reaction. (1) Given the reactants [C:1]([C:3]1[CH:8]=[CH:7][N+:6]([O-])=[CH:5][CH:4]=1)#[N:2].P(Cl)(Cl)([Cl:12])=O, predict the reaction product. The product is: [Cl:12][C:5]1[CH:4]=[C:3]([CH:8]=[CH:7][N:6]=1)[C:1]#[N:2]. (2) Given the reactants [Cl:1][C:2]1[N:7]=[C:6]([NH:8][CH2:9][C@@H:10]2[CH2:15][CH2:14][CH2:13][N:12]([C:16]([O:18][C:19]([CH3:22])([CH3:21])[CH3:20])=[O:17])[CH2:11]2)[C:5](I)=[CH:4][N:3]=1.[Cl:24][C:25]1[CH:30]=[CH:29][CH:28]=[C:27]([Cl:31])[C:26]=1[C:32]#[C:33][Si](C)(C)C.CC(C)([O-])C.[K+].O.CCOC(C)=O, predict the reaction product. The product is: [Cl:1][C:2]1[N:3]=[CH:4][C:5]2[CH:33]=[C:32]([C:26]3[C:25]([Cl:24])=[CH:30][CH:29]=[CH:28][C:27]=3[Cl:31])[N:8]([CH2:9][C@@H:10]3[CH2:15][CH2:14][CH2:13][N:12]([C:16]([O:18][C:19]([CH3:22])([CH3:21])[CH3:20])=[O:17])[CH2:11]3)[C:6]=2[N:7]=1.